This data is from Reaction yield outcomes from USPTO patents with 853,638 reactions. The task is: Predict the reaction yield, written as a fraction of the theoretical maximum amount of product (1.0 means a 100% yield; for example, 0.34 means a 34% yield). (1) The product is [CH3:2][O:3][C:4](=[O:16])[C@H:5]([NH:15][CH2:38][CH:35]1[CH2:36][CH2:37][N:32]([C:27]2[CH:28]=[CH:29][C:30](=[O:31])[N:25]([CH3:24])[N:26]=2)[CH2:33][CH2:34]1)[CH2:6][NH:7][C:8]([O:10][C:11]([CH3:13])([CH3:12])[CH3:14])=[O:9]. The reactants are Cl.[CH3:2][O:3][C:4](=[O:16])[C@H:5]([NH2:15])[CH2:6][NH:7][C:8]([O:10][C:11]([CH3:14])([CH3:13])[CH3:12])=[O:9].C(N(CC)CC)C.[CH3:24][N:25]1[C:30](=[O:31])[CH:29]=[CH:28][C:27]([N:32]2[CH2:37][CH2:36][CH:35]([CH:38]=O)[CH2:34][CH2:33]2)=[N:26]1.C(O[BH-](OC(=O)C)OC(=O)C)(=O)C.[Na+]. The catalyst is ClCCl.O. The yield is 0.890. (2) The reactants are [C:1]1([CH3:9])[CH:6]=[CH:5][CH:4]=[CH:3][C:2]=1[NH:7]N.O=[C:11]([CH2:15][CH3:16])[C:12]([OH:14])=[O:13].[CH2:17](O)[CH3:18]. No catalyst specified. The product is [CH3:16][C:15]1[C:3]2[C:2](=[C:1]([CH3:9])[CH:6]=[CH:5][CH:4]=2)[NH:7][C:11]=1[C:12]([O:14][CH2:17][CH3:18])=[O:13]. The yield is 0.270. (3) The reactants are [H-].[Na+].N#N.CN1C(=O)CCC1.[C:12]([O:16][CH2:17][C@@H:18]([OH:20])[CH3:19])([CH3:15])([CH3:14])[CH3:13].F[C:22]1[CH:23]=[C:24]([CH:27]=[C:28]([O:30][C:31]2[CH:36]=[CH:35][C:34]([S:37]([CH3:40])(=[O:39])=[O:38])=[CH:33][CH:32]=2)[CH:29]=1)[C:25]#[N:26].[OH-].[Na+]. The catalyst is O.C1(C)C=CC=CC=1. The product is [C:12]([O:16][CH2:17][C@H:18]([CH3:19])[O:20][C:22]1[CH:23]=[C:24]([CH:27]=[C:28]([O:30][C:31]2[CH:36]=[CH:35][C:34]([S:37]([CH3:40])(=[O:38])=[O:39])=[CH:33][CH:32]=2)[CH:29]=1)[C:25]#[N:26])([CH3:15])([CH3:14])[CH3:13]. The yield is 0.830. (4) The reactants are Cl.[Sn](Cl)Cl.[N+:5]([C:8]1[CH:13]=[C:12]([C:14]([F:17])([F:16])[F:15])[CH:11]=[CH:10][C:9]=1[N:18]1[CH2:23][CH2:22][CH2:21][CH2:20][CH2:19]1)([O-])=O.C(=O)(O)[O-].[Na+]. The catalyst is CO. The product is [N:18]1([C:9]2[CH:10]=[CH:11][C:12]([C:14]([F:15])([F:16])[F:17])=[CH:13][C:8]=2[NH2:5])[CH2:19][CH2:20][CH2:21][CH2:22][CH2:23]1. The yield is 0.904. (5) The catalyst is C1COCC1. The product is [Br:9][C:10]1[CH:11]=[N:12][CH:13]=[C:14]([F:16])[C:15]=1[C:18]([O:20][CH2:21][CH3:22])=[O:19]. The yield is 0.690. The reactants are [Li+].CC([N-]C(C)C)C.[Br:9][C:10]1[CH:11]=[N:12][CH:13]=[C:14]([F:16])[CH:15]=1.Cl[C:18]([O:20][CH2:21][CH3:22])=[O:19]. (6) The reactants are [OH:1][CH:2]1[CH2:6][N:5]([C:7]([O:9][C:10]([CH3:13])([CH3:12])[CH3:11])=[O:8])[CH:4]([C:14]([O:16][CH3:17])=[O:15])[CH2:3]1.[H-].[Na+].Br[CH2:21][CH2:22][F:23]. The catalyst is CN(C=O)C. The product is [F:23][CH2:22][CH2:21][O:1][CH:2]1[CH2:6][N:5]([C:7]([O:9][C:10]([CH3:11])([CH3:12])[CH3:13])=[O:8])[CH:4]([C:14]([O:16][CH3:17])=[O:15])[CH2:3]1. The yield is 0.480. (7) The reactants are [C:1]1([NH:11][S:12]([C:15]2[CH:16]=[C:17]([CH:21]=[CH:22][C:23]([OH:25])=O)[CH:18]=[CH:19][CH:20]=2)(=[O:14])=[O:13])[C:10]2[C:5](=[CH:6][CH:7]=[CH:8][CH:9]=2)[CH:4]=[CH:3][CH:2]=1.[Cl:26]CCl. The catalyst is CN(C)C=O. The product is [C:1]1([NH:11][S:12]([C:15]2[CH:16]=[C:17]([CH:21]=[CH:22][C:23]([Cl:26])=[O:25])[CH:18]=[CH:19][CH:20]=2)(=[O:14])=[O:13])[C:10]2[C:5](=[CH:6][CH:7]=[CH:8][CH:9]=2)[CH:4]=[CH:3][CH:2]=1. The yield is 0.990. (8) The reactants are [F:1][C:2]([F:13])([F:12])[O:3][C:4]1[CH:11]=[CH:10][C:7]([CH:8]=O)=[CH:6][CH:5]=1.[NH2:14][C:15]1[S:16][C:17]([CH3:20])=[N:18][N:19]=1.C([O:23][C:24](=O)[C:25]([OH:37])=[CH:26][C:27]([C:29]1[CH:34]=[CH:33][C:32]([O:35][CH3:36])=[CH:31][CH:30]=1)=[O:28])C. No catalyst specified. The product is [OH:37][C:25]1[C:24](=[O:23])[N:14]([C:15]2[S:16][C:17]([CH3:20])=[N:18][N:19]=2)[CH:8]([C:7]2[CH:10]=[CH:11][C:4]([O:3][C:2]([F:13])([F:12])[F:1])=[CH:5][CH:6]=2)[C:26]=1[C:27](=[O:28])[C:29]1[CH:34]=[CH:33][C:32]([O:35][CH3:36])=[CH:31][CH:30]=1. The yield is 0.0900. (9) The reactants are [Br:1][C:2]1[N:6]([CH3:7])[N:5]=[C:4]([C:8]2[CH:9]=[N:10][CH:11]=[CH:12][CH:13]=2)[N:3]=1.CN1C(O)=NC(C2C=NC=CC=2)=N1.P(Br)(Br)(Br)=O. The catalyst is CC(C)=O.C(=O)=O. The product is [Br:1][C:2]1[N:6]([CH3:7])[N:5]=[C:4]([C:8]2[CH:9]=[N:10][CH:11]=[CH:12][CH:13]=2)[N:3]=1. The yield is 0.740. (10) The yield is 0.729. The catalyst is C1COCC1. The product is [C:1]1([C:7]2[S:8][C:9]([CH:12]([C:18]3[CH:19]=[C:20]([O:24][CH3:25])[C:21]([O:22][CH3:23])=[C:16]([O:15][CH3:14])[CH:17]=3)[OH:13])=[CH:10][N:11]=2)[CH:2]=[CH:3][CH:4]=[CH:5][CH:6]=1. The reactants are [C:1]1([C:7]2[S:8][C:9]([CH:12]=[O:13])=[CH:10][N:11]=2)[CH:6]=[CH:5][CH:4]=[CH:3][CH:2]=1.[CH3:14][O:15][C:16]1[CH:17]=[C:18]([Mg]Br)[CH:19]=[C:20]([O:24][CH3:25])[C:21]=1[O:22][CH3:23].